This data is from Reaction yield outcomes from USPTO patents with 853,638 reactions. The task is: Predict the reaction yield, written as a fraction of the theoretical maximum amount of product (1.0 means a 100% yield; for example, 0.34 means a 34% yield). (1) The reactants are CN1CCOCC1.[C:8]([OH:11])(=[O:10])[CH3:9].Cl[CH:13]([O:15][C:16]([CH2:18][NH:19][CH2:20][C:21]([O:23][CH:24]1[CH2:30][CH2:29][CH2:28][N:27]([C:31](=[O:49])[C:32]2[CH:37]=[CH:36][C:35]([NH:38][C:39](=[O:47])[C:40]3[CH:45]=[CH:44][CH:43]=[CH:42][C:41]=3[CH3:46])=[CH:34][C:33]=2[CH3:48])[C:26]2[CH:50]=[CH:51][C:52]([Cl:54])=[CH:53][C:25]1=2)=[O:22])=[O:17])[CH3:14]. The catalyst is O. The product is [C:8]([O:11][CH:13]([O:15][C:16]([CH2:18][NH:19][CH2:20][C:21]([O:23][CH:24]1[CH2:30][CH2:29][CH2:28][N:27]([C:31](=[O:49])[C:32]2[CH:37]=[CH:36][C:35]([NH:38][C:39](=[O:47])[C:40]3[CH:45]=[CH:44][CH:43]=[CH:42][C:41]=3[CH3:46])=[CH:34][C:33]=2[CH3:48])[C:26]2[CH:50]=[CH:51][C:52]([Cl:54])=[CH:53][C:25]1=2)=[O:22])=[O:17])[CH3:14])(=[O:10])[CH3:9]. The yield is 0.720. (2) The reactants are [F:1][C:2]1[C:3](F)=[C:4]2[O:9][CH2:8][C@H:7]([CH3:10])[N:6]3[CH:11]=[C:12]([C:17]([OH:19])=[O:18])[C:13](=[O:16])[C:14]([CH:15]=1)=[C:5]23.[CH3:21][N:22]1[CH2:27][CH2:26][NH:25][CH2:24][CH2:23]1.C(O)(C)C. The catalyst is CC(N(C)C)=O. The product is [CH3:10][C@@H:7]1[N:6]2[C:5]3[C:14]([C:13]([C:12]([C:17]([OH:19])=[O:18])=[CH:11]2)=[O:16])=[CH:15][C:2]([F:1])=[C:3]([N:25]2[CH2:26][CH2:27][N:22]([CH3:21])[CH2:23][CH2:24]2)[C:4]=3[O:9][CH2:8]1. The yield is 0.893.